This data is from Peptide-MHC class I binding affinity with 185,985 pairs from IEDB/IMGT. The task is: Regression. Given a peptide amino acid sequence and an MHC pseudo amino acid sequence, predict their binding affinity value. This is MHC class I binding data. (1) The peptide sequence is EVAEKDAMY. The MHC is HLA-A31:01 with pseudo-sequence HLA-A31:01. The binding affinity (normalized) is 0.0847. (2) The peptide sequence is GIPFVSCQR. The MHC is Patr-A0101 with pseudo-sequence Patr-A0101. The binding affinity (normalized) is 0.457. (3) The peptide sequence is VLSAATETY. The MHC is HLA-A33:01 with pseudo-sequence HLA-A33:01. The binding affinity (normalized) is 0. (4) The peptide sequence is IMDEPTSSL. The MHC is HLA-B08:01 with pseudo-sequence HLA-B08:01. The binding affinity (normalized) is 0.0847. (5) The peptide sequence is YMVTDKTAYI. The MHC is HLA-A68:02 with pseudo-sequence HLA-A68:02. The binding affinity (normalized) is 0.961. (6) The peptide sequence is VSADPLASL. The MHC is Mamu-A01 with pseudo-sequence Mamu-A01. The binding affinity (normalized) is 0.899.